This data is from Forward reaction prediction with 1.9M reactions from USPTO patents (1976-2016). The task is: Predict the product of the given reaction. (1) Given the reactants CC(=CC)C.Cl([O-])=O.[Na+].P([O-])(O)(O)=O.[Na+].[CH:16]([C:18]1[C:19]2[N:20]([N:26]=[C:27]([C:29]#[N:30])[CH:28]=2)[C:21]([O:24][CH3:25])=[CH:22][CH:23]=1)=[O:17].[OH-:31].[Na+], predict the reaction product. The product is: [C:29]([C:27]1[CH:28]=[C:19]2[C:18]([C:16]([OH:31])=[O:17])=[CH:23][CH:22]=[C:21]([O:24][CH3:25])[N:20]2[N:26]=1)#[N:30]. (2) Given the reactants [Br:1][C:2]1[CH:3]=[C:4]([CH2:20][OH:21])[CH:5]=[C:6]([Br:19])[C:7]=1/[CH:8]=[CH:9]/[C:10]1[CH:15]=[CH:14][CH:13]=[C:12]([N+:16]([O-:18])=[O:17])[CH:11]=1.[H-].[Na+].Br[CH2:25][C:26]([O:28][C:29]([CH3:32])([CH3:31])[CH3:30])=[O:27].C(OCC)(=O)C, predict the reaction product. The product is: [C:29]([O:28][C:26](=[O:27])[CH2:25][O:21][CH2:20][C:4]1[CH:3]=[C:2]([Br:1])[C:7](/[CH:8]=[CH:9]/[C:10]2[CH:15]=[CH:14][CH:13]=[C:12]([N+:16]([O-:18])=[O:17])[CH:11]=2)=[C:6]([Br:19])[CH:5]=1)([CH3:32])([CH3:31])[CH3:30]. (3) Given the reactants [F:1][C:2]([F:17])([F:16])[C:3]1[CH:8]=[CH:7][CH:6]=[CH:5][C:4]=1[C:9]1[NH:13][CH:12]=[C:11]([CH:14]=[O:15])[CH:10]=1.[H-].[Na+].C1OCCOCCOCCOCCOC1.Cl.[N:36]1[CH:41]=[CH:40][CH:39]=[C:38]([S:42](Cl)(=[O:44])=[O:43])[CH:37]=1, predict the reaction product. The product is: [N:36]1[CH:41]=[CH:40][CH:39]=[C:38]([S:42]([N:13]2[C:9]([C:4]3[CH:5]=[CH:6][CH:7]=[CH:8][C:3]=3[C:2]([F:16])([F:1])[F:17])=[CH:10][C:11]([CH:14]=[O:15])=[CH:12]2)(=[O:44])=[O:43])[CH:37]=1. (4) Given the reactants [C:1]1([CH3:17])[CH:6]=[CH:5][CH:4]=[CH:3][C:2]=1[P:7]([C:10]1[CH:15]=[CH:14][CH:13]=[CH:12][C:11]=1[CH3:16])(=O)[OH:8].S(Cl)([Cl:20])=O, predict the reaction product. The product is: [C:1]1([CH3:17])[CH:6]=[CH:5][CH:4]=[CH:3][C:2]=1[P:7]([Cl:20])([C:10]1[CH:15]=[CH:14][CH:13]=[CH:12][C:11]=1[CH3:16])=[O:8]. (5) Given the reactants [CH3:1][C:2]1[CH2:3][S:4]([CH2:7][CH:8]=1)(=[O:6])=[O:5].[OH-].[Na+].[CH:11](Cl)(Cl)Cl, predict the reaction product. The product is: [CH3:11][C:2]1[CH:1]=[CH:8][CH2:7][S:4](=[O:5])(=[O:6])[CH:3]=1. (6) Given the reactants [C:1]([C:4]1[CH:9]=[C:8]([S:10]([CH3:13])(=[O:12])=[O:11])[CH:7]=[CH:6][C:5]=1[S:14][C:15]1[CH:23]=[CH:22][C:21]([F:24])=[CH:20][C:16]=1[C:17](O)=[O:18])(O)=[O:2].C(C1C=CC=C([N+]([O-])=O)C=1SC1C=CC(F)=CC=1C(O)=O)(O)=O.B, predict the reaction product. The product is: [F:24][C:21]1[CH:22]=[CH:23][C:15]([S:14][C:5]2[CH:6]=[CH:7][C:8]([S:10]([CH3:13])(=[O:11])=[O:12])=[CH:9][C:4]=2[CH2:1][OH:2])=[C:16]([CH2:17][OH:18])[CH:20]=1. (7) Given the reactants C(OC([N:8]1[CH2:13][CH2:12][N:11]2[C:14]([CH2:18][CH3:19])=[N:15][C:16]([Cl:17])=[C:10]2[CH:9]1[CH2:20][CH2:21][C:22]1[CH:27]=[CH:26][C:25]([C:28]([F:31])([F:30])[F:29])=[CH:24][CH:23]=1)=O)(C)(C)C.Cl.O1CCOCC1, predict the reaction product. The product is: [Cl:17][C:16]1[N:15]=[C:14]([CH2:18][CH3:19])[N:11]2[CH2:12][CH2:13][NH:8][CH:9]([CH2:20][CH2:21][C:22]3[CH:27]=[CH:26][C:25]([C:28]([F:30])([F:29])[F:31])=[CH:24][CH:23]=3)[C:10]=12.